Dataset: Retrosynthesis with 50K atom-mapped reactions and 10 reaction types from USPTO. Task: Predict the reactants needed to synthesize the given product. (1) Given the product COc1nc2c(Cl)ccc(OCC(=O)O)c2c(C)c1Cc1ccc(-n2cccn2)cc1, predict the reactants needed to synthesize it. The reactants are: COC(=O)COc1ccc(Cl)c2nc(OC)c(Cc3ccc(-n4cccn4)cc3)c(C)c12. (2) Given the product CC(C)(C)c1ccc(NC(=O)c2cccnc2SC(NC(=O)CN2CCOCC2)c2ccncc2)cc1, predict the reactants needed to synthesize it. The reactants are: C1COCCN1.CC(C)(C)c1ccc(NC(=O)c2cccnc2SC(NC(=O)CCl)c2ccncc2)cc1. (3) The reactants are: Cc1sc2nc(CCl)[nH]c(=O)c2c1-c1ccccc1.O=Cc1c[nH]nc1C(F)(F)F. Given the product Cc1sc2nc(Cn3cc(C=O)c(C(F)(F)F)n3)[nH]c(=O)c2c1-c1ccccc1, predict the reactants needed to synthesize it. (4) Given the product CC(C)(C)OC(=O)N1CCC2(CCC(=O)CC2)CC1, predict the reactants needed to synthesize it. The reactants are: CC(C)(C)OC(=O)OC(=O)OC(C)(C)C.O=C1CCC2(CCNCC2)CC1. (5) Given the product CC(C)(C)OC(=O)Nc1ccccc1NC(=O)c1ccc(-c2ccnc(NCCCN3CCCCC3)n2)cc1, predict the reactants needed to synthesize it. The reactants are: CC(C)(C)OC(=O)Nc1ccccc1NC(=O)c1ccc(-c2ccnc(Cl)n2)cc1.NCCCN1CCCCC1.